Dataset: Full USPTO retrosynthesis dataset with 1.9M reactions from patents (1976-2016). Task: Predict the reactants needed to synthesize the given product. Given the product [Cl:28][C:29]1[CH:34]=[CH:33][C:32]([C:35]2[C:44]3[C:39](=[CH:40][C:41]([S:45]([NH:6][C:7]4[S:11][N:10]=[CH:9][N:8]=4)(=[O:48])=[O:46])=[CH:42][CH:43]=3)[CH:38]=[CH:37][N:36]=2)=[C:31]([O:60][CH3:61])[CH:30]=1, predict the reactants needed to synthesize it. The reactants are: COC1C=C(OC)C=CC=1C[NH:6][C:7]1[S:11][N:10]=[CH:9][N:8]=1.C[Si]([N-][Si](C)(C)C)(C)C.[Li+].[Cl:28][C:29]1[CH:34]=[CH:33][C:32]([C:35]2[C:44]3[C:39](=[CH:40][C:41]([S:45]([O:48]C4C(F)=C(F)C(F)=C(F)C=4F)(=O)=[O:46])=[CH:42][CH:43]=3)[CH:38]=[CH:37][N:36]=2)=[C:31]([O:60][CH3:61])[CH:30]=1.